This data is from Full USPTO retrosynthesis dataset with 1.9M reactions from patents (1976-2016). The task is: Predict the reactants needed to synthesize the given product. Given the product [C:1]([C:3]([C:6]1[S:7][CH:8]=[C:9]([C:11]([OH:13])=[O:12])[N:10]=1)([CH3:5])[CH3:4])#[N:2], predict the reactants needed to synthesize it. The reactants are: [C:1]([C:3]([C:6]1[S:7][CH:8]=[C:9]([C:11]([O:13]CC)=[O:12])[N:10]=1)([CH3:5])[CH3:4])#[N:2].O.[OH-].[Li+].